Dataset: Reaction yield outcomes from USPTO patents with 853,638 reactions. Task: Predict the reaction yield, written as a fraction of the theoretical maximum amount of product (1.0 means a 100% yield; for example, 0.34 means a 34% yield). (1) The reactants are [H-].[Na+].[CH:3]1([N:9]2[C:13]3([CH2:18][CH2:17][N:16]([C:19]([O:21][CH2:22][C:23]4[CH:28]=[CH:27][CH:26]=[CH:25][CH:24]=4)=[O:20])[CH2:15][CH2:14]3)[C:12](=[O:29])[NH:11][CH2:10]2)[CH2:8][CH2:7][CH2:6][CH2:5][CH2:4]1.Br[CH2:31][C:32]1[CH:33]=[C:34]([CH:42]=[CH:43][CH:44]=1)[C:35]([O:37][C:38]([CH3:41])([CH3:40])[CH3:39])=[O:36]. The catalyst is CN(C)C=O.O. The product is [C:38]([O:37][C:35]([C:34]1[CH:33]=[C:32]([CH:44]=[CH:43][CH:42]=1)[CH2:31][N:11]1[C:12](=[O:29])[C:13]2([CH2:18][CH2:17][N:16]([C:19]([O:21][CH2:22][C:23]3[CH:24]=[CH:25][CH:26]=[CH:27][CH:28]=3)=[O:20])[CH2:15][CH2:14]2)[N:9]([CH:3]2[CH2:4][CH2:5][CH2:6][CH2:7][CH2:8]2)[CH2:10]1)=[O:36])([CH3:41])([CH3:39])[CH3:40]. The yield is 0.880. (2) The product is [ClH:1].[Cl:1][C:2]1[CH:7]=[CH:6][C:5]([C:8]2[C:13]([C:14]3[CH:19]=[CH:18][CH:17]=[CH:16][N:15]=3)=[CH:12][CH:11]=[C:10]([C:20]([NH:31][C:32]3([C:42]([OH:44])=[O:43])[CH:39]4[CH2:38][CH:37]5[CH2:36][CH:35]([CH2:34][CH:33]3[CH2:41]5)[CH2:40]4)=[O:21])[N:9]=2)=[CH:4][C:3]=1[O:24][CH2:25][CH2:26][CH2:27][N:28]([CH3:30])[CH3:29]. The yield is 0.480. No catalyst specified. The reactants are [Cl:1][C:2]1[CH:7]=[CH:6][C:5]([C:8]2[C:13]([C:14]3[CH:19]=[CH:18][CH:17]=[CH:16][N:15]=3)=[CH:12][CH:11]=[C:10]([C:20](OC)=[O:21])[N:9]=2)=[CH:4][C:3]=1[O:24][CH2:25][CH2:26][CH2:27][N:28]([CH3:30])[CH3:29].[NH2:31][C:32]1([C:42]([OH:44])=[O:43])[CH:39]2[CH2:40][CH:35]3[CH2:36][CH:37]([CH2:41][CH:33]1[CH2:34]3)[CH2:38]2. (3) The reactants are [C:1]1([C:7]2[C:16]([N:17]3[CH2:22][CH2:21][N:20]([C:23]4[CH:28]=[CH:27][CH:26]=[CH:25][CH:24]=4)[CH2:19][CH2:18]3)=[N:15][C:14]3[C:9](=[CH:10][CH:11]=[C:12]([C:29]([O:31]C)=[O:30])[CH:13]=3)[N:8]=2)[CH:6]=[CH:5][CH:4]=[CH:3][CH:2]=1.[OH-].[Na+].Cl. The catalyst is CO. The product is [C:1]1([C:7]2[C:16]([N:17]3[CH2:22][CH2:21][N:20]([C:23]4[CH:24]=[CH:25][CH:26]=[CH:27][CH:28]=4)[CH2:19][CH2:18]3)=[N:15][C:14]3[C:9](=[CH:10][CH:11]=[C:12]([C:29]([OH:31])=[O:30])[CH:13]=3)[N:8]=2)[CH:2]=[CH:3][CH:4]=[CH:5][CH:6]=1. The yield is 0.720. (4) The reactants are Br[C:2]1[CH:7]=[C:6]([F:8])[CH:5]=[CH:4][C:3]=1[F:9].CCCCCC.C([Li])CCC.[Si:21]([O:38][CH2:39][CH2:40][CH2:41][CH2:42][CH2:43][CH2:44][CH:45]=[O:46])([C:34]([CH3:37])([CH3:36])[CH3:35])([C:28]1[CH:33]=[CH:32][CH:31]=[CH:30][CH:29]=1)[C:22]1[CH:27]=[CH:26][CH:25]=[CH:24][CH:23]=1. The catalyst is C(OCC)(=O)C.C(OCC)C.O1CCCC1. The product is [Si:21]([O:38][CH2:39][CH2:40][CH2:41][CH2:42][CH2:43][CH2:44][CH:45]([C:2]1[CH:7]=[C:6]([F:8])[CH:5]=[CH:4][C:3]=1[F:9])[OH:46])([C:34]([CH3:36])([CH3:37])[CH3:35])([C:28]1[CH:29]=[CH:30][CH:31]=[CH:32][CH:33]=1)[C:22]1[CH:23]=[CH:24][CH:25]=[CH:26][CH:27]=1. The yield is 0.900.